Task: Predict the reactants needed to synthesize the given product.. Dataset: Full USPTO retrosynthesis dataset with 1.9M reactions from patents (1976-2016) Given the product [CH:1]([CH:4]1[N:9]([C:10]2[N:15]=[C:14]([C:16]([F:18])([F:19])[F:17])[C:13]([C:20]([OH:22])([CH3:34])[CH3:21])=[CH:12][N:11]=2)[CH2:8][CH2:7][N:6]2[C:23]3[CH:29]=[C:28]([S:30]([CH3:33])(=[O:31])=[O:32])[CH:27]=[CH:26][C:24]=3[N:25]=[C:5]12)([CH3:3])[CH3:2], predict the reactants needed to synthesize it. The reactants are: [CH:1]([CH:4]1[N:9]([C:10]2[N:15]=[C:14]([C:16]([F:19])([F:18])[F:17])[C:13]([C:20](=[O:22])[CH3:21])=[CH:12][N:11]=2)[CH2:8][CH2:7][N:6]2[C:23]3[CH:29]=[C:28]([S:30]([CH3:33])(=[O:32])=[O:31])[CH:27]=[CH:26][C:24]=3[N:25]=[C:5]12)([CH3:3])[CH3:2].[CH3:34][Mg+].[Br-].